This data is from Full USPTO retrosynthesis dataset with 1.9M reactions from patents (1976-2016). The task is: Predict the reactants needed to synthesize the given product. (1) Given the product [C:20]([O:24][C:25](=[O:49])[NH:26][CH:27]([C:28]1[CH:33]=[CH:32][C:31]([C:34]#[N:35])=[CH:30][C:29]=1[S:36]([CH3:39])(=[O:37])=[O:38])[C:13]1[C:14](=[O:17])[CH2:15][CH2:16][C:12]=1[NH:11][C:9]1[CH:8]=[CH:7][N:6]=[C:5]([C:4]([F:3])([F:18])[F:19])[CH:10]=1)([CH3:23])([CH3:22])[CH3:21], predict the reactants needed to synthesize it. The reactants are: [H-].[Na+].[F:3][C:4]([F:19])([F:18])[C:5]1[CH:10]=[C:9]([NH:11][C:12]2[CH2:16][CH2:15][C:14](=[O:17])[CH:13]=2)[CH:8]=[CH:7][N:6]=1.[C:20]([O:24][C:25](=[O:49])[NH:26][CH:27](S(C1C=CC=CC=1)(=O)=O)[C:28]1[CH:33]=[CH:32][C:31]([C:34]#[N:35])=[CH:30][C:29]=1[S:36]([CH3:39])(=[O:38])=[O:37])([CH3:23])([CH3:22])[CH3:21].O. (2) Given the product [O:17]=[C:11]1[CH2:16][CH2:15][CH2:14][CH2:13][CH:12]1[C:1]([O:5][CH2:6][CH3:7])=[O:8], predict the reactants needed to synthesize it. The reactants are: [C:1](=[O:8])([O:5][CH2:6][CH3:7])OCC.[H-].[Na+].[C:11]1(=[O:17])[CH2:16][CH2:15][CH2:14][CH2:13][CH2:12]1.Cl. (3) Given the product [C:1]([O:5][C:6]([N:8]1[CH2:9][CH2:10][N:11]([C:14]2[CH:23]=[C:22]3[C:17]([CH:18]=[C:19]([C:24]([OH:26])=[O:25])[CH:20]=[N:21]3)=[CH:16][CH:15]=2)[CH2:12][CH2:13]1)=[O:7])([CH3:4])([CH3:2])[CH3:3], predict the reactants needed to synthesize it. The reactants are: [C:1]([O:5][C:6]([N:8]1[CH2:13][CH2:12][N:11]([C:14]2[CH:23]=[C:22]3[C:17]([CH:18]=[C:19]([C:24]([O:26]CC)=[O:25])[CH:20]=[N:21]3)=[CH:16][CH:15]=2)[CH2:10][CH2:9]1)=[O:7])([CH3:4])([CH3:3])[CH3:2].[OH-].[Na+]. (4) Given the product [CH3:34][C:25]1[C:24]([C@H:23]2[CH2:22][N:7]3[CH2:8][CH2:9][N:10]([C:12]([O:14][CH2:15][C:16]4[CH:17]=[CH:18][CH:19]=[CH:20][CH:21]=4)=[O:13])[CH2:11][C@H:6]3[CH2:5][N:4]2[C:54]([O:56][C:57]([CH3:58])([CH3:59])[CH3:60])=[O:55])=[CH:32][CH:31]=[C:30]2[C:26]=1[CH2:27][O:28][C:29]2=[O:33], predict the reactants needed to synthesize it. The reactants are: C([N:4]1[CH:23]([C:24]2[C:25]([CH3:34])=[C:26]3[C:30](=[CH:31][CH:32]=2)[C:29](=[O:33])[O:28][CH2:27]3)[CH2:22][N:7]2[CH2:8][CH2:9][N:10]([C:12]([O:14][CH2:15][C:16]3[CH:21]=[CH:20][CH:19]=[CH:18][CH:17]=3)=[O:13])[CH2:11][C@H:6]2[CH2:5]1)C=C.CN1C(=O)CC(=O)N(C)C1=O.[C:54](O[C:54]([O:56][C:57]([CH3:60])([CH3:59])[CH3:58])=[O:55])([O:56][C:57]([CH3:60])([CH3:59])[CH3:58])=[O:55].C(N(CC)CC)C. (5) The reactants are: CC1C=CC(C)=CC=1C(CC#N)=O.COC(OC)(OC)CCC.C(OC(=O)C)(=O)C.[C:31]([C:33]([C:40](=[O:49])[C:41]1[CH:46]=[C:45]([CH3:47])[CH:44]=[CH:43][C:42]=1[CH3:48])=[CH:34][CH:35](OC)[CH2:36][CH3:37])#[N:32].C(N(CC)CC)C.[Cl:57][C:58]1[CH:63]=[C:62]([C:64]([F:67])([F:66])[F:65])[CH:61]=[C:60]([Cl:68])[C:59]=1[NH:69][NH2:70]. Given the product [NH2:32][C:31]1[N:69]([C:59]2[C:60]([Cl:68])=[CH:61][C:62]([C:64]([F:65])([F:66])[F:67])=[CH:63][C:58]=2[Cl:57])[N:70]=[C:34]([CH2:35][CH2:36][CH3:37])[C:33]=1[C:40](=[O:49])[C:41]1[CH:46]=[C:45]([CH3:47])[CH:44]=[CH:43][C:42]=1[CH3:48], predict the reactants needed to synthesize it. (6) The reactants are: O1[CH2:5][CH2:4][CH:3]([O:6][CH:7]([C:9]2[CH:17]=[CH:16][C:12]([C:13]([OH:15])=O)=[CH:11][CH:10]=2)[CH3:8])[CH2:2]1.Cl.C(N=C=N[CH2:24][CH2:25][CH2:26]N(C)C)C.ON1C2C=CC=CC=2N=N1.C(N(CC)CC)C.[NH2:47][CH2:48][C:49]1[C:50]([OH:57])=[N:51][C:52]([CH3:56])=[CH:53][C:54]=1[CH3:55]. Given the product [OH:57][C:50]1[C:49]([CH2:48][NH:47][C:13](=[O:15])[C:12]2[CH:11]=[CH:10][C:9]([CH:7]([O:6][C:3]3[CH:2]=[C:25]([CH3:26])[CH:24]=[CH:5][CH:4]=3)[CH3:8])=[CH:17][CH:16]=2)=[C:54]([CH3:55])[CH:53]=[C:52]([CH3:56])[N:51]=1, predict the reactants needed to synthesize it. (7) Given the product [Cl:15][C:13]1[CH:12]=[CH:11][C:10]([NH2:16])=[C:9]([S:8][C:1]2[CH:2]=[CH:7][CH:6]=[CH:5][CH:4]=2)[CH:14]=1, predict the reactants needed to synthesize it. The reactants are: [CH2:1]([S:8][C:9]1[CH:14]=[C:13]([Cl:15])[CH:12]=[CH:11][C:10]=1[N+:16]([O-])=O)[C:2]1[CH:7]=[CH:6][CH:5]=[CH:4]C=1.[NH4+].[Cl-].